This data is from Peptide-MHC class I binding affinity with 185,985 pairs from IEDB/IMGT. The task is: Regression. Given a peptide amino acid sequence and an MHC pseudo amino acid sequence, predict their binding affinity value. This is MHC class I binding data. (1) The peptide sequence is RVPVSCAVY. The MHC is HLA-B15:01 with pseudo-sequence HLA-B15:01. The binding affinity (normalized) is 0.577. (2) The peptide sequence is SWPDGAEL. The MHC is Mamu-B01 with pseudo-sequence Mamu-B01. The binding affinity (normalized) is 0.0227. (3) The peptide sequence is FVDTMSIYIA. The MHC is HLA-A02:03 with pseudo-sequence HLA-A02:03. The binding affinity (normalized) is 0.281. (4) The peptide sequence is REQASYLYV. The MHC is HLA-B15:17 with pseudo-sequence YYAMYRENMASTYENIAYLRYHDYTWAELAYLWY. The binding affinity (normalized) is 0.0847. (5) The peptide sequence is DCKTILKAL. The MHC is HLA-A33:01 with pseudo-sequence HLA-A33:01. The binding affinity (normalized) is 0.